This data is from Full USPTO retrosynthesis dataset with 1.9M reactions from patents (1976-2016). The task is: Predict the reactants needed to synthesize the given product. (1) Given the product [ClH:15].[CH2:1]([O:4][C:5]1[CH:14]=[CH:13][CH:12]=[C:11]2[C:6]=1[CH2:7][CH2:8][NH:9][CH2:10]2)[CH2:2][CH3:3], predict the reactants needed to synthesize it. The reactants are: [CH2:1]([O:4][C:5]1[CH:14]=[CH:13][CH:12]=[C:11]2[C:6]=1[CH:7]=[CH:8][N:9]=[CH:10]2)[CH2:2][CH3:3].[ClH:15]. (2) The reactants are: F[C:2]1[CH:9]=[CH:8][CH:7]=[CH:6][C:3]=1[CH:4]=[O:5].[C:10]([O:14][C:15]([N:17]1[CH2:20][CH:19]([CH2:21][OH:22])[CH2:18]1)=[O:16])([CH3:13])([CH3:12])[CH3:11].C([O-])([O-])=O.[K+].[K+]. Given the product [C:10]([O:14][C:15]([N:17]1[CH2:20][CH:19]([CH2:21][O:22][C:2]2[CH:9]=[CH:8][CH:7]=[CH:6][C:3]=2[CH:4]=[O:5])[CH2:18]1)=[O:16])([CH3:13])([CH3:12])[CH3:11], predict the reactants needed to synthesize it. (3) Given the product [CH:18]1([CH2:17][NH:16][C:14]([C:11]2[CH:12]=[CH:13][C:8]([C:6]3[C:5]([CH3:21])=[CH:4][CH:3]=[C:2]([NH:1][C:38]([C:36]4[C:35]5[C:30](=[CH:31][CH:32]=[CH:33][CH:34]=5)[N:29]=[C:28]([N:22]5[CH2:27][CH2:26][CH2:25][CH2:24][CH2:23]5)[CH:37]=4)=[O:39])[CH:7]=3)=[CH:9][CH:10]=2)=[O:15])[CH2:20][CH2:19]1, predict the reactants needed to synthesize it. The reactants are: [NH2:1][C:2]1[CH:3]=[CH:4][C:5]([CH3:21])=[C:6]([C:8]2[CH:13]=[CH:12][C:11]([C:14]([NH:16][CH2:17][CH:18]3[CH2:20][CH2:19]3)=[O:15])=[CH:10][CH:9]=2)[CH:7]=1.[N:22]1([C:28]2[CH:37]=[C:36]([C:38](O)=[O:39])[C:35]3[C:30](=[CH:31][CH:32]=[CH:33][CH:34]=3)[N:29]=2)[CH2:27][CH2:26][CH2:25][CH2:24][CH2:23]1. (4) Given the product [CH3:31][S:30][C:26]1[N:27]=[C:28]([N:12]2[C:13]3[C:9](=[C:8]([O:7][Si:6]([CH:3]([CH3:5])[CH3:4])([CH:17]([CH3:19])[CH3:18])[CH:20]([CH3:22])[CH3:21])[CH:16]=[CH:15][CH:14]=3)[CH:10]=[CH:11]2)[CH:29]=[CH:24][N:25]=1, predict the reactants needed to synthesize it. The reactants are: [H-].[Na+].[CH:3]([Si:6]([CH:20]([CH3:22])[CH3:21])([CH:17]([CH3:19])[CH3:18])[O:7][C:8]1[CH:16]=[CH:15][CH:14]=[C:13]2[C:9]=1[CH:10]=[CH:11][NH:12]2)([CH3:5])[CH3:4].Cl[C:24]1[CH:29]=[CH:28][N:27]=[C:26]([S:30][CH3:31])[N:25]=1. (5) Given the product [OH:19][C:20]1([C:8]2[CH:13]=[CH:12][N:11]=[CH:10][CH:9]=2)[CH2:24][CH2:23][N:22]([C:25]([O:27][C:28]([CH3:31])([CH3:30])[CH3:29])=[O:26])[CH2:21]1, predict the reactants needed to synthesize it. The reactants are: C([Li])CCC.Cl.Br[C:8]1[CH:13]=[CH:12][N:11]=[CH:10][CH:9]=1.CCOCC.[O:19]=[C:20]1[CH2:24][CH2:23][N:22]([C:25]([O:27][C:28]([CH3:31])([CH3:30])[CH3:29])=[O:26])[CH2:21]1. (6) Given the product [O:28]1[CH2:33][CH2:32][CH2:31][CH2:30][CH:29]1[N:34]1[CH:38]=[C:37]([C:2]2[CH:27]=[CH:26][C:5]3[N:6]([CH2:9][CH:10]4[CH2:15][CH2:14][N:13]([C:16]([O:18][CH2:19][C:20]5[CH:25]=[CH:24][CH:23]=[CH:22][CH:21]=5)=[O:17])[CH2:12][CH2:11]4)[CH:7]=[N:8][C:4]=3[CH:3]=2)[CH:36]=[N:35]1, predict the reactants needed to synthesize it. The reactants are: Br[C:2]1[CH:27]=[CH:26][C:5]2[N:6]([CH2:9][CH:10]3[CH2:15][CH2:14][N:13]([C:16]([O:18][CH2:19][C:20]4[CH:25]=[CH:24][CH:23]=[CH:22][CH:21]=4)=[O:17])[CH2:12][CH2:11]3)[CH:7]=[N:8][C:4]=2[CH:3]=1.[O:28]1[CH2:33][CH2:32][CH2:31][CH2:30][CH:29]1[N:34]1[CH:38]=[C:37](B2OC(C)(C)C(C)(C)O2)[CH:36]=[N:35]1.C(=O)([O-])[O-].[K+].[K+].ClCCl. (7) Given the product [NH2:8][CH2:9][C:10]1[CH:22]=[CH:21][C:13]([O:14][CH2:15][C:16]([O:18][CH2:19][CH3:20])=[O:17])=[CH:12][CH:11]=1, predict the reactants needed to synthesize it. The reactants are: C(OC([NH:8][CH2:9][C:10]1[CH:22]=[CH:21][C:13]([O:14][CH2:15][C:16]([O:18][CH2:19][CH3:20])=[O:17])=[CH:12][CH:11]=1)=O)(C)(C)C.Cl.O1CCOCC1. (8) Given the product [CH3:24][C:19]1[C:18]([C:10]2[N:11]([S:29]([N:28]([CH3:33])[CH3:27])(=[O:31])=[O:30])[C:12]3[C:17]([C:9]=2[C:6]2[CH:5]=[CH:4][C:3]([O:2][CH3:1])=[CH:8][CH:7]=2)=[CH:16][CH:15]=[CH:14][CH:13]=3)=[C:22]([CH3:23])[O:21][N:20]=1, predict the reactants needed to synthesize it. The reactants are: [CH3:1][O:2][C:3]1[CH:8]=[CH:7][C:6]([C:9]2[C:17]3[C:12](=[CH:13][CH:14]=[CH:15][CH:16]=3)[NH:11][C:10]=2[C:18]2[C:19]([CH3:24])=[N:20][O:21][C:22]=2[CH3:23])=[CH:5][CH:4]=1.[H-].[Na+].[CH3:27][N:28]([CH3:33])[S:29](Cl)(=[O:31])=[O:30].O. (9) Given the product [CH3:1][O:2][C:3]1[CH:10]=[C:9]([O:11][CH3:12])[CH:8]=[CH:7][C:4]=1[CH:5]=[C:14]([C:13]([O:20][CH3:21])=[O:19])[C:15]([O:17][CH3:18])=[O:16], predict the reactants needed to synthesize it. The reactants are: [CH3:1][O:2][C:3]1[CH:10]=[C:9]([O:11][CH3:12])[CH:8]=[CH:7][C:4]=1[CH:5]=O.[C:13]([O:20][CH3:21])(=[O:19])[CH2:14][C:15]([O:17][CH3:18])=[O:16].N1CCCCC1.C(O)(=O)C1C=CC=CC=1.